From a dataset of Catalyst prediction with 721,799 reactions and 888 catalyst types from USPTO. Predict which catalyst facilitates the given reaction. (1) Reactant: C(OC(N1CCC(OC2C=C(C(C)(C)C)C=CC=2C(N[C:20]2[CH:35]=[CH:34][CH:33]=[CH:32][C:21]=2[C:22]([NH:24][C:25]2[CH:30]=[CH:29][C:28]([Cl:31])=[CH:27][N:26]=2)=[O:23])=O)CC1)=O)(C)(C)C. Product: [Cl:31][C:28]1[CH:29]=[CH:30][C:25]([NH:24][C:22](=[O:23])[C:21]2[CH:32]=[CH:33][CH:34]=[CH:35][CH:20]=2)=[N:26][CH:27]=1. The catalyst class is: 89. (2) Reactant: [NH:1]1[CH2:3][CH:2]1[C:4]([O:6][CH3:7])=[O:5].C(N(CC)CC)C.[Cl:15][C:16]1[S:20][C:19]([C:21](Cl)=[O:22])=[CH:18][CH:17]=1. Product: [Cl:15][C:16]1[S:20][C:19]([C:21]([N:1]2[CH2:3][CH:2]2[C:4]([O:6][CH3:7])=[O:5])=[O:22])=[CH:18][CH:17]=1. The catalyst class is: 2.